From a dataset of Forward reaction prediction with 1.9M reactions from USPTO patents (1976-2016). Predict the product of the given reaction. (1) Given the reactants [CH2:1]([OH:5])[C:2]#[C:3][CH3:4].C(N(CC)CC)C.[CH3:13][S:14](Cl)(=[O:16])=[O:15], predict the reaction product. The product is: [CH2:1]([O:5][S:14]([CH3:13])(=[O:16])=[O:15])[C:2]#[C:3][CH3:4]. (2) Given the reactants Br[C:2]1[CH:3]=[C:4]2[C:9](=[CH:10][CH:11]=1)[N:8]=[CH:7][N:6]=[C:5]2[O:12][C:13]([CH3:16])([CH3:15])[CH3:14].[Li]CCCC.[Cl:22][C:23]1[CH:34]=[CH:33][C:26]([C:27](N(OC)C)=[O:28])=[CH:25][CH:24]=1, predict the reaction product. The product is: [C:13]([O:12][C:5]1[C:4]2[C:9](=[CH:10][CH:11]=[C:2]([C:27]([C:26]3[CH:33]=[CH:34][C:23]([Cl:22])=[CH:24][CH:25]=3)=[O:28])[CH:3]=2)[N:8]=[CH:7][N:6]=1)([CH3:16])([CH3:15])[CH3:14]. (3) The product is: [Cl:1][C:2]1[C:3]([O:12][C:13]2[CH:18]=[C:17]([O:34][CH2:33][CH2:32][N:27]3[CH2:31][CH2:30][CH2:29][CH2:28]3)[CH:16]=[CH:15][C:14]=2[CH2:20][CH2:21][CH2:22][OH:23])=[N:4][CH:5]=[C:6]([C:8]([F:11])([F:9])[F:10])[CH:7]=1. Given the reactants [Cl:1][C:2]1[C:3]([O:12][C:13]2[CH:18]=[C:17](O)[CH:16]=[CH:15][C:14]=2[CH2:20][CH2:21][C:22](OCC)=[O:23])=[N:4][CH:5]=[C:6]([C:8]([F:11])([F:10])[F:9])[CH:7]=1.[N:27]1([CH2:32][CH2:33][OH:34])[CH2:31][CH2:30][CH2:29][CH2:28]1.C(P(CCCC)CCCC)CCC.[H-].[Al+3].[Li+].[H-].[H-].[H-].O.O.O.O.O.O.O.O.O.O.S([O-])([O-])(=O)=O.[Na+].[Na+], predict the reaction product. (4) The product is: [CH2:1]([O:2][C:3](=[O:42])[C@H:4]([N:22]1[CH2:26][CH2:25][C@H:24]([NH:27][S:28]([C:31]2[S:35][C:34]([N:36]3[CH2:37][CH2:38][CH2:39][CH2:40]3)=[N:33][CH:32]=2)(=[O:29])=[O:30])[C:23]1=[O:41])[CH2:5][C:6]1[CH:7]=[C:8]2[C:13](=[CH:14][C:15]=1[O:16][C:17]([F:18])([F:19])[F:20])[C:12]([NH2:21])=[N:11][CH:10]=[CH:9]2)[CH2:43][CH3:44]. Given the reactants [CH3:1][O:2][C:3](=[O:42])[C@H:4]([N:22]1[CH2:26][CH2:25][C@H:24]([NH:27][S:28]([C:31]2[S:35][C:34]([N:36]3[CH2:40][CH2:39][CH2:38][CH2:37]3)=[N:33][CH:32]=2)(=[O:30])=[O:29])[C:23]1=[O:41])[CH2:5][C:6]1[CH:7]=[C:8]2[C:13](=[CH:14][C:15]=1[O:16][C:17]([F:20])([F:19])[F:18])[C:12]([NH2:21])=[N:11][CH:10]=[CH:9]2.[CH2:43](O)[CH2:44]C, predict the reaction product. (5) Given the reactants [Br:1][C:2]1[C:3]([NH:16][NH2:17])=[N:4][C:5]([N:9]2[C:13]([CH3:14])=[CH:12][CH:11]=[C:10]2[CH3:15])=[N:6][C:7]=1[CH3:8].[CH3:18][C:19](N(C)C)=O.[CH3:24][CH2:25]OC(C)=O, predict the reaction product. The product is: [Br:1][C:2]1[C:3]([NH:16][N:17]2[CH2:18][CH2:19][CH2:25][CH2:24]2)=[N:4][C:5]([N:9]2[C:13]([CH3:14])=[CH:12][CH:11]=[C:10]2[CH3:15])=[N:6][C:7]=1[CH3:8]. (6) Given the reactants C1COCC1.[F-:6].C([N+](CCCC)(CCCC)CCCC)CCC.C(#N)C.CS(O[CH2:32][CH2:33][CH2:34][C:35]1[CH:40]=[CH:39][C:38]([C:41]2[CH:46]=[CH:45][C:44]([O:47][CH2:48][CH3:49])=[C:43]([F:50])[C:42]=2[F:51])=[CH:37][CH:36]=1)(=O)=O, predict the reaction product. The product is: [CH2:48]([O:47][C:44]1[CH:45]=[CH:46][C:41]([C:38]2[CH:39]=[CH:40][C:35]([CH2:34][CH2:33][CH2:32][F:6])=[CH:36][CH:37]=2)=[C:42]([F:51])[C:43]=1[F:50])[CH3:49]. (7) The product is: [F:30][C:31]([F:44])([F:43])[S:32]([O:22][C:4]1[C:3]([O:2][CH3:1])=[C:8]([O:9][S:32]([C:31]([F:30])([F:43])[F:44])(=[O:33])=[O:34])[N:7]=[C:6]([N:10]2[CH2:14][CH2:13][CH2:12][C@H:11]2[C:15]2[CH:20]=[CH:19][C:18]([CH3:21])=[CH:17][CH:16]=2)[N:5]=1)(=[O:34])=[O:33]. Given the reactants [CH3:1][O:2][C:3]1[C:4]([OH:22])=[N:5][C:6]([N:10]2[CH2:14][CH2:13][CH2:12][C@H:11]2[C:15]2[CH:20]=[CH:19][C:18]([CH3:21])=[CH:17][CH:16]=2)=[N:7][C:8]=1[OH:9].C(N(CC)CC)C.[F:30][C:31]([F:44])([F:43])[S:32](O[S:32]([C:31]([F:44])([F:43])[F:30])(=[O:34])=[O:33])(=[O:34])=[O:33], predict the reaction product. (8) Given the reactants [OH:1][S:2]([OH:5])(=[O:4])=[O:3].[OH:6][C:7]1[CH:12]=[CH:11][CH:10]=[CH:9][C:8]=1[C:13]1[N:22]=[C:21]([N:23]2[CH2:27][CH2:26][C@@H:25]([NH:28][C:29](=[O:35])[O:30][CH2:31][CH:32]([CH3:34])[CH3:33])[CH2:24]2)[C:20]2[C:15](=[CH:16][C:17]([CH3:36])=[CH:18][CH:19]=2)[N:14]=1, predict the reaction product. The product is: [S:2]([OH:5])([OH:4])(=[O:3])=[O:1].[OH:6][C:7]1[CH:12]=[CH:11][CH:10]=[CH:9][C:8]=1[C:13]1[N:22]=[C:21]([N:23]2[CH2:27][CH2:26][C@@H:25]([NH:28][C:29](=[O:35])[O:30][CH2:31][CH:32]([CH3:34])[CH3:33])[CH2:24]2)[C:20]2[C:15](=[CH:16][C:17]([CH3:36])=[CH:18][CH:19]=2)[N:14]=1. (9) Given the reactants [CH3:1][O:2][C:3]1[CH:8]=[CH:7][CH:6]=[CH:5][C:4]=1[C:9]1[C:17]2[C:12](=[N:13][CH:14]=[C:15]([C:18]3[N:23]=[C:22]([CH2:24][C:25]([N:27]([CH3:29])[CH3:28])=[O:26])[CH:21]=[N:20][CH:19]=3)[CH:16]=2)[N:11](S(C2C=CC(C)=CC=2)(=O)=O)[CH:10]=1.CN(C)C=[O:43].[OH-].[K+], predict the reaction product. The product is: [OH:43][CH:24]([C:22]1[CH:21]=[N:20][CH:19]=[C:18]([C:15]2[CH:16]=[C:17]3[C:9]([C:4]4[CH:5]=[CH:6][CH:7]=[CH:8][C:3]=4[O:2][CH3:1])=[CH:10][NH:11][C:12]3=[N:13][CH:14]=2)[N:23]=1)[C:25]([N:27]([CH3:29])[CH3:28])=[O:26]. (10) Given the reactants [CH3:1][N:2](C)C(=O)C.Cl[C:8]1[N:16]=[C:15]2[C:11]([N:12]([CH2:17][C:18]3[CH:23]=[CH:22][C:21]([C:24]([F:27])([F:26])[F:25])=[C:20]([F:28])[CH:19]=3)[CH:13]=[N:14]2)=[C:10]([NH:29][C@@H:30]([CH:32]2[CH2:35][CH2:34][CH2:33]2)[CH3:31])[N:9]=1.C1(P(C2CCCCC2)C2C=CC=CC=2C2C(C(C)C)=CC(C(C)C)=CC=2C(C)C)CCCCC1, predict the reaction product. The product is: [CH:32]1([C@H:30]([NH:29][C:10]2[N:9]=[C:8]([C:1]#[N:2])[N:16]=[C:15]3[C:11]=2[N:12]([CH2:17][C:18]2[CH:23]=[CH:22][C:21]([C:24]([F:27])([F:25])[F:26])=[C:20]([F:28])[CH:19]=2)[CH:13]=[N:14]3)[CH3:31])[CH2:33][CH2:34][CH2:35]1.